Dataset: hERG Central: cardiac toxicity at 1µM, 10µM, and general inhibition. Task: Predict hERG channel inhibition at various concentrations. The molecule is CCCc1cc(=O)oc2cc(OCC(=O)NCCCn3ccnc3)c(Cl)cc12. Results: hERG_inhib (hERG inhibition (general)): blocker.